From a dataset of Full USPTO retrosynthesis dataset with 1.9M reactions from patents (1976-2016). Predict the reactants needed to synthesize the given product. (1) Given the product [Cl:1][C:2]1[CH:41]=[CH:40][C:5]2[C:6](=[O:39])[N:7]([C:10]3[CH:15]=[CH:14][C:13]([NH:16][C:17]([NH:19][S:20]([C:32]4[CH:37]=[CH:36][CH:35]=[CH:34][CH:33]=4)(=[NH:22])=[O:21])=[O:18])=[CH:12][C:11]=3[CH3:38])[C:8](=[O:9])[C:4]=2[CH:3]=1, predict the reactants needed to synthesize it. The reactants are: [Cl:1][C:2]1[CH:41]=[CH:40][C:5]2[C:6](=[O:39])[N:7]([C:10]3[CH:15]=[CH:14][C:13]([NH:16][C:17]([NH:19][S:20]([C:32]4[CH:37]=[CH:36][CH:35]=[CH:34][CH:33]=4)(=[N:22]CC4C=CC(OC)=CC=4)=[O:21])=[O:18])=[CH:12][C:11]=3[CH3:38])[C:8](=[O:9])[C:4]=2[CH:3]=1.O.[N+]([O-])([O-])=O.[NH4+]. (2) Given the product [Cl:1][C:2]1[CH:3]=[C:4]([C:9]2([C:30]([F:33])([F:32])[F:31])[O:13][N:12]=[C:11]([C:14]3[CH:28]=[CH:27][C:17]([C:18]([NH:20][CH2:21][CH:22]=[N:37][O:36][CH3:35])=[O:19])=[C:16]([CH3:29])[CH:15]=3)[CH2:10]2)[CH:5]=[C:6]([Cl:8])[CH:7]=1, predict the reactants needed to synthesize it. The reactants are: [Cl:1][C:2]1[CH:3]=[C:4]([C:9]2([C:30]([F:33])([F:32])[F:31])[O:13][N:12]=[C:11]([C:14]3[CH:28]=[CH:27][C:17]([C:18]([NH:20][CH2:21][CH:22](OC)OC)=[O:19])=[C:16]([CH3:29])[CH:15]=3)[CH2:10]2)[CH:5]=[C:6]([Cl:8])[CH:7]=1.Cl.[CH3:35][O:36][NH2:37]. (3) Given the product [C:39]([NH:38][C:35]1[N:36]=[CH:37][C:32]([NH:31][C:26]([CH2:25][NH:24][C:22](=[O:23])[C:21]2[CH:29]=[CH:30][C:18]([S:15](=[O:16])(=[O:17])[NH:14][C:9]3[CH:10]=[CH:11][CH:12]=[CH:13][C:8]=3[O:1][C:2]3[CH:3]=[CH:4][CH:5]=[CH:6][CH:7]=3)=[CH:19][CH:20]=2)=[O:28])=[CH:33][CH:34]=1)(=[O:41])[CH3:40], predict the reactants needed to synthesize it. The reactants are: [O:1]([C:8]1[CH:13]=[CH:12][CH:11]=[CH:10][C:9]=1[NH:14][S:15]([C:18]1[CH:30]=[CH:29][C:21]([C:22]([NH:24][CH2:25][C:26]([OH:28])=O)=[O:23])=[CH:20][CH:19]=1)(=[O:17])=[O:16])[C:2]1[CH:7]=[CH:6][CH:5]=[CH:4][CH:3]=1.[NH2:31][C:32]1[CH:33]=[CH:34][C:35]([NH:38][C:39](=[O:41])[CH3:40])=[N:36][CH:37]=1. (4) Given the product [CH:1]1([C:4]2[C:8]([CH:9]([OH:10])[CH2:19][CH:20]([CH3:22])[CH3:21])=[CH:7][N:6]([C:11]3[CH:12]=[CH:13][C:14]([O:17][CH3:18])=[CH:15][CH:16]=3)[N:5]=2)[CH2:2][CH2:3]1, predict the reactants needed to synthesize it. The reactants are: [CH:1]1([C:4]2[C:8]([CH:9]=[O:10])=[CH:7][N:6]([C:11]3[CH:16]=[CH:15][C:14]([O:17][CH3:18])=[CH:13][CH:12]=3)[N:5]=2)[CH2:3][CH2:2]1.[CH2:19]([Mg]Br)[CH:20]([CH3:22])[CH3:21]. (5) Given the product [CH3:1][O:2][C:3]1[CH:4]=[C:5]([CH:6]=[CH:14][C:12]#[N:13])[CH:8]=[CH:9][C:10]=1[CH3:11], predict the reactants needed to synthesize it. The reactants are: [CH3:1][O:2][C:3]1[CH:4]=[C:5]([CH:8]=[CH:9][C:10]=1[CH3:11])[CH:6]=O.[C:12]([CH2:14]P(C1C=CC=CC=1)(C1C=CC=CC=1)C1C=CC=CC=1)#[N:13]. (6) Given the product [Cl:23][C:21]1[CH:20]=[CH:19][C:18]2[N:12]([CH2:11][C:10]([CH3:54])([CH3:55])[CH2:9][OH:8])[C:13](=[O:53])[C@@H:14]([CH2:34][C:35]3[S:36][C:37](/[C:40](=[CH:46]\[C:47]4[CH:48]=[CH:49][CH:50]=[CH:51][CH:52]=4)/[C:41]([OH:43])=[O:42])=[CH:38][N:39]=3)[O:15][C@H:16]([C:24]3[CH:29]=[CH:28][CH:27]=[C:26]([O:30][CH3:31])[C:25]=3[O:32][CH3:33])[C:17]=2[CH:22]=1, predict the reactants needed to synthesize it. The reactants are: [Si]([O:8][CH2:9][C:10]([CH3:55])([CH3:54])[CH2:11][N:12]1[C:18]2[CH:19]=[CH:20][C:21]([Cl:23])=[CH:22][C:17]=2[C@@H:16]([C:24]2[CH:29]=[CH:28][CH:27]=[C:26]([O:30][CH3:31])[C:25]=2[O:32][CH3:33])[O:15][C@H:14]([CH2:34][C:35]2[S:36][C:37](/[C:40](=[CH:46]\[C:47]3[CH:52]=[CH:51][CH:50]=[CH:49][CH:48]=3)/[C:41]([O:43]CC)=[O:42])=[CH:38][N:39]=2)[C:13]1=[O:53])(C(C)(C)C)(C)C.O.